Dataset: Full USPTO retrosynthesis dataset with 1.9M reactions from patents (1976-2016). Task: Predict the reactants needed to synthesize the given product. The reactants are: BrCCCC[N:6]1[C:14](=[O:15])[C:13]2[C:8](=[CH:9][CH:10]=[CH:11][CH:12]=2)[C:7]1=[O:16].CCN(C(C)C)C(C)C. Given the product [C:7]1(=[O:16])[C:8]2[C:13](=[CH:12][CH:11]=[CH:10][CH:9]=2)[C:14](=[O:15])[NH:6]1, predict the reactants needed to synthesize it.